The task is: Predict the product of the given reaction.. This data is from Forward reaction prediction with 1.9M reactions from USPTO patents (1976-2016). (1) Given the reactants [F:1][C:2]1[N:7]=[CH:6][C:5]([C:8]2[CH2:12][NH:11][C:10](=[O:13])[CH:9]=2)=[CH:4][CH:3]=1, predict the reaction product. The product is: [F:1][C:2]1[N:7]=[CH:6][C:5]([CH:8]2[CH2:12][NH:11][C:10](=[O:13])[CH2:9]2)=[CH:4][CH:3]=1. (2) Given the reactants C(O)(C(F)(F)F)=O.[CH2:8]([O:46][CH:47]1[C@H:51]2[C@H:52](OC3CCCCO3)[N:53](C(OC(C)(C)C)=O)[C:54]3[CH:61]=[CH:60][C:59]([O:62][CH3:63])=[CH:58][C:55]=3[C:56](=[O:57])[N:50]2[CH2:49][CH2:48]1)[CH2:9][CH2:10][CH2:11][CH2:12][CH2:13][O:14][CH:15]1[C@H:19]2[C@H:20](OC3CCCCO3)[N:21](C(OC(C)(C)C)=O)[C:22]3[CH:29]=[CH:28][C:27]([O:30][CH3:31])=[CH:26][C:23]=3[C:24](=[O:25])[N:18]2[CH2:17][CH2:16]1.C([O-])(O)=O.[Na+], predict the reaction product. The product is: [CH2:8]([O:46][CH:47]1[C@@H:51]2[CH:52]=[N:53][C:54]3[CH:61]=[CH:60][C:59]([O:62][CH3:63])=[CH:58][C:55]=3[C:56](=[O:57])[N:50]2[CH2:49][CH2:48]1)[CH2:9][CH2:10][CH2:11][CH2:12][CH2:13][O:14][CH:15]1[C@@H:19]2[CH:20]=[N:21][C:22]3[CH:29]=[CH:28][C:27]([O:30][CH3:31])=[CH:26][C:23]=3[C:24](=[O:25])[N:18]2[CH2:17][CH2:16]1. (3) Given the reactants [CH3:1][O:2][C:3]1[CH:4]=[C:5]([CH:23]=[CH:24][C:25]=1[O:26][CH3:27])[C:6]([NH:8][C:9]1[CH:14]=[CH:13][C:12]([C:15]2([C:20](O)=[O:21])[CH2:19][CH2:18][CH2:17][CH2:16]2)=[CH:11][CH:10]=1)=[O:7].C1C=CC2N(O)N=NC=2C=1.C(Cl)CCl.[CH3:42][NH:43][CH3:44], predict the reaction product. The product is: [CH3:42][N:43]([CH3:44])[C:20]([C:15]1([C:12]2[CH:13]=[CH:14][C:9]([NH:8][C:6](=[O:7])[C:5]3[CH:23]=[CH:24][C:25]([O:26][CH3:27])=[C:3]([O:2][CH3:1])[CH:4]=3)=[CH:10][CH:11]=2)[CH2:19][CH2:18][CH2:17][CH2:16]1)=[O:21]. (4) The product is: [C:52]([CH2:51][N:8]([CH2:7][C:6]([OH:59])=[O:5])[CH:9]([CH2:39][CH2:40][CH2:41][C:42]1[CH:47]=[CH:46][C:45]([N+:48]([O-:50])=[O:49])=[CH:44][CH:43]=1)[CH2:10][N:11]1[CH2:12][CH2:13][N:14]([CH2:35][C:36]([OH:38])=[O:37])[CH2:15][CH2:16][N:17]([CH2:31][C:32]([OH:34])=[O:33])[CH2:18][CH2:19][N:20]([CH2:23][C:24]([OH:26])=[O:25])[CH2:21][CH2:22]1)([OH:58])=[O:53]. Given the reactants C([O:5][C:6](=[O:59])[CH2:7][N:8]([CH2:51][C:52](=[O:58])[O:53]C(C)(C)C)[CH:9]([CH2:39][CH2:40][CH2:41][C:42]1[CH:47]=[CH:46][C:45]([N+:48]([O-:50])=[O:49])=[CH:44][CH:43]=1)[CH2:10][N:11]1[CH2:22][CH2:21][N:20]([CH2:23][C:24]([O:26]C(C)(C)C)=[O:25])[CH2:19][CH2:18][N:17]([CH2:31][C:32]([O-:34])=[O:33])[CH2:16][CH2:15][N:14]([CH2:35][C:36]([O-:38])=[O:37])[CH2:13][CH2:12]1)(C)(C)C.Cl.CCOCC, predict the reaction product. (5) Given the reactants [OH:1][C:2]1[CH:7]=[CH:6][C:5]([N:8]2[CH2:13][CH2:12][N:11]([C:14]([O:16][C:17]([CH3:20])([CH3:19])[CH3:18])=[O:15])[CH2:10][CH2:9]2)=[CH:4][CH:3]=1.[H-].[Na+].Cl[C:24]1[N:25]([CH2:32][C:33]2([CH3:36])[CH2:35][O:34]2)[CH:26]=[C:27]([N+:29]([O-:31])=[O:30])[N:28]=1, predict the reaction product. The product is: [CH3:35][C:33]1([CH2:36][O:1][C:2]2[CH:7]=[CH:6][C:5]([N:8]3[CH2:13][CH2:12][N:11]([C:14]([O:16][C:17]([CH3:20])([CH3:19])[CH3:18])=[O:15])[CH2:10][CH2:9]3)=[CH:4][CH:3]=2)[O:34][C:24]2=[N:28][C:27]([N+:29]([O-:31])=[O:30])=[CH:26][N:25]2[CH2:32]1.